Dataset: Reaction yield outcomes from USPTO patents with 853,638 reactions. Task: Predict the reaction yield, written as a fraction of the theoretical maximum amount of product (1.0 means a 100% yield; for example, 0.34 means a 34% yield). (1) The reactants are [CH2:1]([N:5]([S:15]([C:18]1[CH:23]=[CH:22][C:21]([N+:24]([O-:26])=[O:25])=[CH:20][CH:19]=1)(=[O:17])=[O:16])[C@H:6]([C:12]([OH:14])=[O:13])[CH2:7][CH2:8][CH2:9][CH2:10][NH2:11])[CH:2]([CH3:4])[CH3:3].[CH3:27][O:28][C:29]1[CH:30]=[C:31]([CH:37]=[CH:38][CH:39]=1)[CH:32]=[CH:33][C:34](O)=[O:35]. No catalyst specified. The product is [CH2:1]([N:5]([S:15]([C:18]1[CH:23]=[CH:22][C:21]([N+:24]([O-:26])=[O:25])=[CH:20][CH:19]=1)(=[O:17])=[O:16])[C@H:6]([C:12]([OH:14])=[O:13])[CH2:7][CH2:8][CH2:9][CH2:10][NH:11][C:34](=[O:35])[CH:33]=[CH:32][C:31]1[CH:37]=[CH:38][CH:39]=[C:29]([O:28][CH3:27])[CH:30]=1)[CH:2]([CH3:4])[CH3:3]. The yield is 0.500. (2) The reactants are [NH2:1][C:2]1[N:7]=[CH:6][C:5]([C:8]#N)=[CH:4][C:3]=1[CH3:10].[OH-:11].[Na+].[OH2:13]. No catalyst specified. The product is [NH2:1][C:2]1[N:7]=[CH:6][C:5]([C:8]([OH:13])=[O:11])=[CH:4][C:3]=1[CH3:10]. The yield is 0.880. (3) The reactants are [N:1]1([C:7]2[CH:13]=[CH:12][CH:11]=[CH:10][C:8]=2[NH2:9])[CH2:6][CH2:5][CH2:4][CH2:3][CH2:2]1.[CH3:14][O:15][C:16]1[CH:17]=[C:18]([CH:21]=[CH:22][CH:23]=1)[CH2:19]Br.C(=O)([O-])[O-].[K+].[K+].NC1C=CC=CC=1. The catalyst is CN(C=O)C. The product is [CH3:14][O:15][C:16]1[CH:17]=[C:18]([CH:21]=[CH:22][CH:23]=1)[CH2:19][NH:9][C:8]1[CH:10]=[CH:11][CH:12]=[CH:13][C:7]=1[N:1]1[CH2:6][CH2:5][CH2:4][CH2:3][CH2:2]1. The yield is 0.870. (4) The reactants are [NH2:1][C:2]1[CH:7]=[C:6]([Cl:8])[CH:5]=[CH:4][C:3]=1[NH:9][C:10](=O)[CH2:11][C:12]([OH:18])([CH3:17])[C:13]([F:16])([F:15])[F:14].B.C1COCC1. The catalyst is C1COCC1. The product is [NH2:1][C:2]1[CH:7]=[C:6]([Cl:8])[CH:5]=[CH:4][C:3]=1[NH:9][CH2:10][CH2:11][C:12]([CH3:17])([OH:18])[C:13]([F:16])([F:14])[F:15]. The yield is 0.288. (5) The reactants are CCCC[N+](CCCC)(CCCC)CCCC.[F-].[Si]([O:36][CH2:37][CH2:38][CH2:39][N:40]1[C:44]2=[N:45][CH:46]=[CH:47][CH:48]=[C:43]2[C:42]([C:49]2[C:50](=[O:68])[NH:51][C:52](=[O:67])[C:53]=2[C:54]2[C:59]3[S:60][C:61]4[CH:66]=[CH:65][CH:64]=[CH:63][C:62]=4[C:58]=3[CH:57]=[CH:56][CH:55]=2)=[CH:41]1)(C(C)(C)C)(C1C=CC=CC=1)C1C=CC=CC=1. The catalyst is C1COCC1. The product is [CH:57]1[C:58]2[C:62]3[CH:63]=[CH:64][CH:65]=[CH:66][C:61]=3[S:60][C:59]=2[C:54]([C:53]2[C:52](=[O:67])[NH:51][C:50](=[O:68])[C:49]=2[C:42]2[C:43]3[C:44](=[N:45][CH:46]=[CH:47][CH:48]=3)[N:40]([CH2:39][CH2:38][CH2:37][OH:36])[CH:41]=2)=[CH:55][CH:56]=1. The yield is 0.670.